From a dataset of Reaction yield outcomes from USPTO patents with 853,638 reactions. Predict the reaction yield, written as a fraction of the theoretical maximum amount of product (1.0 means a 100% yield; for example, 0.34 means a 34% yield). (1) The reactants are [C:1](Cl)(=[O:3])[CH3:2].C(N(CC)CC)C.[I:12][C:13]1[CH:14]=[N:15][NH:16][CH:17]=1.O. The catalyst is ClCCl. The product is [C:1]([N:15]1[CH:14]=[C:13]([I:12])[CH:17]=[N:16]1)(=[O:3])[CH3:2]. The yield is 0.910. (2) The reactants are [F:1][C:2]1[CH:35]=[CH:34][C:5]([C:6]([NH:8][C:9]2[C:10]([CH3:33])=[C:11]([C:15]3[C:27]4[C:26]5[C:21](=[CH:22][C:23]([CH:28]=O)=[CH:24][CH:25]=5)[NH:20][C:19]=4[C:18]([C:30]([NH2:32])=[O:31])=[CH:17][CH:16]=3)[CH:12]=[CH:13][CH:14]=2)=[O:7])=[CH:4][CH:3]=1.[NH:36]1[CH2:41][CH2:40][CH2:39][CH2:38][CH2:37]1.C(O[BH-](OC(=O)C)OC(=O)C)(=O)C.[Na+]. The catalyst is C1COCC1.O. The product is [F:1][C:2]1[CH:3]=[CH:4][C:5]([C:6]([NH:8][C:9]2[C:10]([CH3:33])=[C:11]([C:15]3[C:27]4[C:26]5[C:21](=[CH:22][C:23]([CH2:28][N:36]6[CH2:41][CH2:40][CH2:39][CH2:38][CH2:37]6)=[CH:24][CH:25]=5)[NH:20][C:19]=4[C:18]([C:30]([NH2:32])=[O:31])=[CH:17][CH:16]=3)[CH:12]=[CH:13][CH:14]=2)=[O:7])=[CH:34][CH:35]=1. The yield is 0.390. (3) The reactants are Br[C:2]1[CH:9]=[C:8]([O:10][CH3:11])[CH:7]=[C:6]([O:12][CH3:13])[C:3]=1[CH:4]=[O:5].CC([O-])=O.[K+].[B:19]1([B:19]2[O:23][C:22]([CH3:25])([CH3:24])[C:21]([CH3:27])([CH3:26])[O:20]2)[O:23][C:22]([CH3:25])([CH3:24])[C:21]([CH3:27])([CH3:26])[O:20]1. The catalyst is O1CCOCC1.C1C=CC(P(C2C=CC=CC=2)[C-]2C=CC=C2)=CC=1.C1C=CC(P(C2C=CC=CC=2)[C-]2C=CC=C2)=CC=1.Cl[Pd]Cl.[Fe+2]. The product is [CH3:13][O:12][C:6]1[CH:7]=[C:8]([O:10][CH3:11])[CH:9]=[C:2]([B:19]2[O:23][C:22]([CH3:25])([CH3:24])[C:21]([CH3:27])([CH3:26])[O:20]2)[C:3]=1[CH:4]=[O:5]. The yield is 0.516. (4) The reactants are [H-].[Na+].[C:3]([CH2:5]P(=O)(OCC)OCC)#[N:4].[O:14]1[C:18]2[C:19]3[C:20](=O)[CH2:21][CH2:22][C:23]=3[CH:24]=[CH:25][C:17]=2[N:16]=[CH:15]1.[Cl-].[NH4+]. The catalyst is O1CCCC1. The product is [O:14]1[C:18]2[C:19]3[C:20](=[CH:5][C:3]#[N:4])[CH2:21][CH2:22][C:23]=3[CH:24]=[CH:25][C:17]=2[N:16]=[CH:15]1. The yield is 0.730. (5) The reactants are [C:1]12([CH2:11][CH2:12][NH:13][C:14]3[CH:19]=[CH:18][C:17]([NH2:20])=[CH:16][C:15]=3[F:21])[CH2:10][CH:5]3[CH2:6][CH:7]([CH2:9][CH:3]([CH2:4]3)[CH2:2]1)[CH2:8]2.[C:22]([CH:25]=[C:26]=[O:27])(=[O:24])[CH3:23]. The catalyst is CCOC(C)=O. The product is [C:1]12([CH2:11][CH2:12][NH:13][C:14]3[CH:19]=[CH:18][C:17]([NH:20][C:26](=[O:27])[CH2:25][C:22](=[O:24])[CH3:23])=[CH:16][C:15]=3[F:21])[CH2:2][CH:3]3[CH2:9][CH:7]([CH2:6][CH:5]([CH2:4]3)[CH2:10]1)[CH2:8]2. The yield is 0.640. (6) The reactants are [C:1]1(=[O:10])[C:9]2[C:4](=[CH:5][CH:6]=[CH:7][CH:8]=2)[CH2:3][CH2:2]1.[N+:11]([O-])([O-:13])=[O:12].[K+]. The catalyst is S(=O)(=O)(O)O. The product is [N+:11]([C:7]1[CH:8]=[C:9]2[C:4]([CH2:3][CH2:2][C:1]2=[O:10])=[CH:5][CH:6]=1)([O-:13])=[O:12]. The yield is 0.600. (7) The reactants are [C:1](=[NH:23])([O:3][CH2:4][CH2:5][C:6]1[CH:11]=[CH:10][C:9]([O:12][C:13]2[CH:18]=[CH:17][C:16]([C:19]([F:22])([F:21])[F:20])=[CH:15][CH:14]=2)=[CH:8][CH:7]=1)[NH2:2].[CH:24]([CH:26]([CH2:31][C:32]1[CH:33]=[N:34][N:35]([CH3:37])[CH:36]=1)[C:27](OC)=O)=[O:25].C([O-])([O-])=O.[K+].[K+]. The catalyst is CN1C(=O)CCC1. The product is [CH3:37][N:35]1[CH:36]=[C:32]([CH2:31][C:26]2[C:24](=[O:25])[N:23]=[C:1]([O:3][CH2:4][CH2:5][C:6]3[CH:7]=[CH:8][C:9]([O:12][C:13]4[CH:18]=[CH:17][C:16]([C:19]([F:22])([F:21])[F:20])=[CH:15][CH:14]=4)=[CH:10][CH:11]=3)[NH:2][CH:27]=2)[CH:33]=[N:34]1. The yield is 0.102.